This data is from Drug-target binding data from BindingDB using Ki measurements. The task is: Regression. Given a target protein amino acid sequence and a drug SMILES string, predict the binding affinity score between them. We predict pKi (pKi = -log10(Ki in M); higher means stronger inhibition). Dataset: bindingdb_ki. (1) The target protein (Q497R5) has sequence MFGWNRKATLASSQNSSTLLCHFRSVVSLDYMVFFSFVTWILVPLVVMCVIYLDIFYIIRNKLSQNLSGFRETRAFYGREFKTAKSLFLVLFLFALCWLPLSIINFVSYFDVKIPDVAMCLGILLSHANSMMNPIVYACKIKKFKETYFLILRALRLCQTSDSLDSNMEQTTE. The drug is CCc1c(C(=O)NN2CCCCC2)nn(-c2ccc(Cl)cc2Cl)c1-c1ccc(Br)cc1. The pKi is 6.0. (2) The drug is NS(=O)(=O)c1ccc(NC(=O)CN(CCN(CCN(CC(=O)O)CC(=O)O)CC(=O)O)CC(=O)O)c(F)c1. The target protein (P22748) has sequence MRMLLALLALSAARPSASAESHWCYEVQAESSNYPCLVPVKWGGNCQKDRQSPINIVTTKAKVDKKLGRFFFSGYDKKQTWTVQNNGHSVMMLLENKASISGGGLPAPYQAKQLHLHWSDLPYKGSEHSLDGEHFAMEMHIVHEKEKGTSRNVKEAQDPEDEIAVLAFLVEAGTQVNEGFQPLVEALSNIPKPEMSTTMAESSLLDLLPKEEKLRHYFRYLGSLTTPTCDEKVVWTVFREPIQLHREQILAFSQKLYYDKEQTVSMKDNVRPLQQLGQRTVIKSGAPGRPLPWALPALLGPMLACLLAGFLR. The pKi is 7.5.